From a dataset of Catalyst prediction with 721,799 reactions and 888 catalyst types from USPTO. Predict which catalyst facilitates the given reaction. (1) Reactant: [NH:1]1[C:5]2=[N:6][CH:7]=[C:8]([CH:10]=[O:11])[CH:9]=[C:4]2[CH:3]=[CH:2]1.[H-].[Na+].[S:14](Cl)([C:17]1[CH:23]=[CH:22][C:20]([CH3:21])=[CH:19][CH:18]=1)(=[O:16])=[O:15]. Product: [S:14]([N:1]1[C:5]2=[N:6][CH:7]=[C:8]([CH:10]=[O:11])[CH:9]=[C:4]2[CH:3]=[CH:2]1)([C:17]1[CH:23]=[CH:22][C:20]([CH3:21])=[CH:19][CH:18]=1)(=[O:16])=[O:15]. The catalyst class is: 1. (2) Reactant: [CH3:1][N:2]([CH3:10])[C:3]1[CH:8]=[CH:7][C:6]([NH2:9])=[CH:5][CH:4]=1.N1C=CC=CC=1.[C:17]1(=[O:24])[O:23][C:21](=[O:22])[CH2:20][CH2:19][CH2:18]1.CO. Product: [CH3:1][N:2]([CH3:10])[C:3]1[CH:8]=[CH:7][C:6]([NH:9][C:17](=[O:24])[CH2:18][CH2:19][CH2:20][C:21]([OH:23])=[O:22])=[CH:5][CH:4]=1. The catalyst class is: 4. (3) Reactant: [BH4-].[Na+].[CH2:3]([O:5][C:6]([CH2:8][N:9]1[C:13](/[CH:14]=[C:15]2\[CH2:16][N:17]([C:22]([C:35]3[CH:40]=[CH:39][CH:38]=[CH:37][CH:36]=3)([C:29]3[CH:34]=[CH:33][CH:32]=[CH:31][CH:30]=3)[C:23]3[CH:28]=[CH:27][CH:26]=[CH:25][CH:24]=3)[CH2:18][CH2:19][C:20]\2=[O:21])=[CH:12][N:11]=[CH:10]1)=[O:7])[CH3:4].ClCCl. Product: [CH2:3]([O:5][C:6]([CH2:8][N:9]1[C:13](/[CH:14]=[C:15]2\[CH2:16][N:17]([C:22]([C:35]3[CH:40]=[CH:39][CH:38]=[CH:37][CH:36]=3)([C:29]3[CH:34]=[CH:33][CH:32]=[CH:31][CH:30]=3)[C:23]3[CH:24]=[CH:25][CH:26]=[CH:27][CH:28]=3)[CH2:18][CH2:19][CH:20]\2[OH:21])=[CH:12][N:11]=[CH:10]1)=[O:7])[CH3:4]. The catalyst class is: 8. (4) Reactant: [Cl:1][C:2]1[CH:7]=[C:6]([CH2:8][O:9][CH3:10])[CH:5]=[C:4]([O:11][CH3:12])[C:3]=1[C:13]1[N:14]2[N:20]=[C:19]([O:21][CH3:22])[C:18]([N:23]([CH2:30][CH2:31][CH3:32])[CH:24]3[CH2:29][CH2:28][O:27][CH2:26][CH2:25]3)=[C:15]2[S:16][CH:17]=1.[CH3:33][S:34]([OH:37])(=[O:36])=[O:35]. Product: [CH3:33][S:34]([OH:37])(=[O:36])=[O:35].[Cl:1][C:2]1[CH:7]=[C:6]([CH2:8][O:9][CH3:10])[CH:5]=[C:4]([O:11][CH3:12])[C:3]=1[C:13]1[N:14]2[N:20]=[C:19]([O:21][CH3:22])[C:18]([N:23]([CH2:30][CH2:31][CH3:32])[CH:24]3[CH2:25][CH2:26][O:27][CH2:28][CH2:29]3)=[C:15]2[S:16][CH:17]=1. The catalyst class is: 13. (5) The catalyst class is: 361. Product: [F:1][C:2]1[C:7]([S:8]([CH3:11])(=[O:10])=[O:9])=[CH:6][CH:5]=[CH:4][C:3]=1[CH:12]1[CH2:17][CH2:16][NH:15][CH2:14][CH2:13]1. Reactant: [F:1][C:2]1[C:7]([S:8]([CH3:11])(=[O:10])=[O:9])=[CH:6][CH:5]=[CH:4][C:3]=1[CH:12]1[CH2:17][CH2:16][N:15](C(OC)=O)[CH2:14][CH2:13]1. (6) Reactant: C(O)(C(F)(F)F)=O.[CH3:8][C:9]([NH:32]C(=O)OC(C)(C)C)([CH3:31])[C:10]([NH:12][C:13]1[CH:14]=[N:15][C:16]([O:19][C:20]2[CH:29]=[CH:28][CH:27]=[C:26]3[C:21]=2[CH2:22][CH:23]([CH3:30])[CH2:24][O:25]3)=[CH:17][CH:18]=1)=[O:11]. Product: [CH3:31][C:9]([C:10]([NH:12][C:13]1[CH:14]=[N:15][C:16]([O:19][C:20]2[CH:29]=[CH:28][CH:27]=[C:26]3[C:21]=2[CH2:22][CH:23]([CH3:30])[CH2:24][O:25]3)=[CH:17][CH:18]=1)=[O:11])([CH3:8])[NH2:32]. The catalyst class is: 4. (7) Reactant: [CH3:1][N:2]([CH3:15])[C:3](=[O:14])[CH2:4][C:5]1[CH:10]=[CH:9][CH:8]=[C:7]([N+:11]([O-])=O)[CH:6]=1.C([SiH](CC)CC)C. Product: [NH2:11][C:7]1[CH:6]=[C:5]([CH2:4][C:3]([N:2]([CH3:1])[CH3:15])=[O:14])[CH:10]=[CH:9][CH:8]=1. The catalyst class is: 19. (8) Reactant: [F:1][C:2]([F:18])([C:12]1[CH:17]=[CH:16][CH:15]=[CH:14][N:13]=1)[CH2:3]OS(C(F)(F)F)(=O)=O.[N-:19]=[N+:20]=[N-:21].[Na+].O. Product: [N:19]([CH2:3][C:2]([C:12]1[CH:17]=[CH:16][CH:15]=[CH:14][N:13]=1)([F:18])[F:1])=[N+:20]=[N-:21]. The catalyst class is: 3.